The task is: Predict which catalyst facilitates the given reaction.. This data is from Catalyst prediction with 721,799 reactions and 888 catalyst types from USPTO. (1) Reactant: O.O.[Sn](Cl)Cl.[N:6]1([C:12]2[CH:23]=[CH:22][C:21]([N+:24]([O-])=O)=[CH:20][C:13]=2[C:14]([O:16][CH2:17][CH:18]=[CH2:19])=[O:15])[CH2:11][CH2:10][O:9][CH2:8][CH2:7]1.C(O)C. Product: [NH2:24][C:21]1[CH:22]=[CH:23][C:12]([N:6]2[CH2:7][CH2:8][O:9][CH2:10][CH2:11]2)=[C:13]([CH:20]=1)[C:14]([O:16][CH2:17][CH:18]=[CH2:19])=[O:15]. The catalyst class is: 25. (2) Reactant: [NH2:1][C:2]1[NH:6][N:5]=[CH:4][C:3]=1[C:7]#[N:8].[CH2:9]([N:11]1[C:19]2[C:14](=[CH:15][C:16]([C:20](=O)[CH2:21][C:22](OCC)=[O:23])=[CH:17][CH:18]=2)[CH:13]=[N:12]1)[CH3:10].CC1C=CC(S(O)(=O)=O)=CC=1. Product: [CH2:9]([N:11]1[C:19]2[C:14](=[CH:15][C:16]([C:20]3[NH:1][C:2]4[N:6]([N:5]=[CH:4][C:3]=4[C:7]#[N:8])[C:22](=[O:23])[CH:21]=3)=[CH:17][CH:18]=2)[CH:13]=[N:12]1)[CH3:10]. The catalyst class is: 114.